This data is from Catalyst prediction with 721,799 reactions and 888 catalyst types from USPTO. The task is: Predict which catalyst facilitates the given reaction. (1) Reactant: [CH3:1][O:2][C:3]1[CH:4]=[C:5]2[C:9](=[CH:10][C:11]=1[CH3:12])[C:8](=O)[CH2:7][CH2:6]2.Br[CH2:15][C:16]([O:18][CH2:19][CH3:20])=[O:17]. Product: [CH3:1][O:2][C:3]1[CH:4]=[C:5]2[C:9](=[CH:10][C:11]=1[CH3:12])[C:8](=[CH:15][C:16]([O:18][CH2:19][CH3:20])=[O:17])[CH2:7][CH2:6]2. The catalyst class is: 324. (2) Reactant: [NH:1]=[C:2]([C:10]1[N:11]=[CH:12][N:13]2[C:18](=[O:19])[N:17]([CH3:20])[N:16]=[N:15][C:14]=12)[S:3][CH2:4][C:5](=O)[C:6]([OH:8])=O.ClC(OCC(C)C)=O.C(N(CC)CC)C.[CH2:36]([NH2:39])[C:37]#[CH:38]. Product: [CH3:20][N:17]1[C:18](=[O:19])[N:13]2[CH:12]=[N:11][C:10]([C:2]3[S:3][CH:4]=[C:5]([C:6]([NH:39][CH2:36][C:37]#[CH:38])=[O:8])[N:1]=3)=[C:14]2[N:15]=[N:16]1. The catalyst class is: 1. (3) Reactant: C([O:4][CH2:5][C:6]1[CH:11]=[CH:10][C:9]([CH2:12][CH2:13][C:14]([F:20])([F:19])[C:15]([F:18])([F:17])[F:16])=[CH:8][CH:7]=1)(=O)C.[OH-].[K+].Cl. Product: [F:19][C:14]([F:20])([C:15]([F:16])([F:17])[F:18])[CH2:13][CH2:12][C:9]1[CH:8]=[CH:7][C:6]([CH2:5][OH:4])=[CH:11][CH:10]=1. The catalyst class is: 5. (4) Reactant: [C:1]([C:4]1[C:5](I)=[N:6][N:7]2[CH2:12][CH:11]([C:13]([F:16])([F:15])[F:14])[N:10]([C:17]([O:19]C(C)(C)C)=[O:18])[CH2:9][C:8]=12)(=[O:3])[NH2:2].[Cl:25][C:26]1[CH:27]=[C:28](B(O)O)[CH:29]=[CH:30][C:31]=1[F:32].C([O-])([O-])=O.[Na+].[Na+]. Product: [C:1]([C:4]1[C:5]([C:28]2[CH:29]=[CH:30][C:31]([F:32])=[C:26]([Cl:25])[CH:27]=2)=[N:6][N:7]2[CH2:12][CH:11]([C:13]([F:15])([F:14])[F:16])[N:10]([C:17]([O:19][CH2:1][CH2:4][CH2:8][CH3:9])=[O:18])[CH2:9][C:8]=12)(=[O:3])[NH2:2]. The catalyst class is: 339. (5) The catalyst class is: 12. Reactant: [NH:1]1[CH2:6][CH2:5][CH:4]([C:7]2[CH:12]=[CH:11][C:10]([NH:13][C:14]([C:16]3[N:17]=[C:18]([C:22]4[CH:27]=[CH:26][CH:25]=[CH:24][CH:23]=4)[O:19][C:20]=3[CH3:21])=[O:15])=[CH:9][CH:8]=2)[CH2:3][CH2:2]1.F[C:29]1[CH:37]=[CH:36][C:32]([C:33]([OH:35])=[O:34])=[CH:31][N:30]=1.C(N(C(C)C)CC)(C)C. Product: [CH3:21][C:20]1[O:19][C:18]([C:22]2[CH:27]=[CH:26][CH:25]=[CH:24][CH:23]=2)=[N:17][C:16]=1[C:14]([NH:13][C:10]1[CH:9]=[CH:8][C:7]([CH:4]2[CH2:5][CH2:6][N:1]([C:29]3[CH:37]=[CH:36][C:32]([C:33]([OH:35])=[O:34])=[CH:31][N:30]=3)[CH2:2][CH2:3]2)=[CH:12][CH:11]=1)=[O:15]. (6) Reactant: [CH3:1][C:2]1([CH3:14])[C@H:4](/[CH:5]=[C:6](\[CH3:9])/[CH:7]=O)[C@H:3]1[C:10]([O:12][CH3:13])=[O:11].Cl.[CH2:16]([O:18][NH2:19])[CH3:17].N1C=CC=CC=1. Product: [CH2:16]([O:18][N:19]=[CH:7]/[C:6](/[CH3:9])=[CH:5]/[C@@H:4]1[C@@H:3]([C:10]([O:12][CH3:13])=[O:11])[C:2]1([CH3:14])[CH3:1])[CH3:17]. The catalyst class is: 13. (7) Reactant: [C:1]([C:3]1[C:4]([N:17]2[CH2:22][CH2:21][CH:20]([C:23]([OH:25])=O)[CH2:19][CH2:18]2)=[N:5][C:6]([CH3:16])=[C:7]([C:9]2[O:10][C:11]([CH2:14][CH3:15])=[CH:12][N:13]=2)[CH:8]=1)#[N:2].CN(C(ON1N=NC2C=CC=NC1=2)=[N+](C)C)C.F[P-](F)(F)(F)(F)F.CCN(C(C)C)C(C)C.[C:59]1([CH2:65][S:66]([NH2:69])(=[O:68])=[O:67])[CH:64]=[CH:63][CH:62]=[CH:61][CH:60]=1. Product: [CH2:65]([S:66]([NH:69][C:23]([CH:20]1[CH2:19][CH2:18][N:17]([C:4]2[C:3]([C:1]#[N:2])=[CH:8][C:7]([C:9]3[O:10][C:11]([CH2:14][CH3:15])=[CH:12][N:13]=3)=[C:6]([CH3:16])[N:5]=2)[CH2:22][CH2:21]1)=[O:25])(=[O:68])=[O:67])[C:59]1[CH:64]=[CH:63][CH:62]=[CH:61][CH:60]=1. The catalyst class is: 3. (8) Reactant: [I-].[CH3:2][S+](C)(C)=O.[H-].[Na+].[I:9][C:10]1[C:18]2[C:13](=[CH:14][C:15](/[CH:19]=[C:20]3/[C:21](=[O:29])[NH:22][C:23]4[C:28]/3=[CH:27][CH:26]=[CH:25][CH:24]=4)=[CH:16][CH:17]=2)[N:12]([CH2:30][O:31][CH2:32][CH2:33][Si:34]([CH3:37])([CH3:36])[CH3:35])[N:11]=1. Product: [I:9][C:10]1[C:18]2[C:13](=[CH:14][C:15]([C@H:19]3[C@@:20]4([C:28]5[C:23](=[CH:24][CH:25]=[CH:26][CH:27]=5)[NH:22][C:21]4=[O:29])[CH2:2]3)=[CH:16][CH:17]=2)[N:12]([CH2:30][O:31][CH2:32][CH2:33][Si:34]([CH3:36])([CH3:35])[CH3:37])[N:11]=1. The catalyst class is: 3.